This data is from Peptide-MHC class I binding affinity with 185,985 pairs from IEDB/IMGT. The task is: Regression. Given a peptide amino acid sequence and an MHC pseudo amino acid sequence, predict their binding affinity value. This is MHC class I binding data. (1) The peptide sequence is RGVEKPPHL. The MHC is HLA-B52:01 with pseudo-sequence HLA-B52:01. The binding affinity (normalized) is 0.0983. (2) The peptide sequence is CPFLFLIVL. The MHC is HLA-B54:01 with pseudo-sequence HLA-B54:01. The binding affinity (normalized) is 0.323. (3) The peptide sequence is WMTTEDMLAV. The MHC is HLA-A02:03 with pseudo-sequence HLA-A02:03. The binding affinity (normalized) is 0.721. (4) The peptide sequence is GALASCMGLI. The MHC is HLA-B53:01 with pseudo-sequence HLA-B53:01. The binding affinity (normalized) is 0. (5) The peptide sequence is TTMRGAKRM. The MHC is Mamu-A02 with pseudo-sequence Mamu-A02. The binding affinity (normalized) is 0.833. (6) The binding affinity (normalized) is 0. The peptide sequence is SFPQQPQQPY. The MHC is HLA-B08:01 with pseudo-sequence HLA-B08:01. (7) The peptide sequence is YTYGAGSYF. The MHC is HLA-C04:01 with pseudo-sequence HLA-C04:01. The binding affinity (normalized) is 0.0847. (8) The MHC is HLA-B07:02 with pseudo-sequence HLA-B07:02. The peptide sequence is KTAVQMAVF. The binding affinity (normalized) is 0.147.